This data is from Peptide-MHC class I binding affinity with 185,985 pairs from IEDB/IMGT. The task is: Regression. Given a peptide amino acid sequence and an MHC pseudo amino acid sequence, predict their binding affinity value. This is MHC class I binding data. (1) The binding affinity (normalized) is 0.113. The peptide sequence is IPQSLDSYWTSL. The MHC is Patr-A0901 with pseudo-sequence Patr-A0901. (2) The peptide sequence is TIPIGMQFDK. The MHC is HLA-A33:01 with pseudo-sequence HLA-A33:01. The binding affinity (normalized) is 0. (3) The peptide sequence is LVVDNGELM. The MHC is HLA-A02:01 with pseudo-sequence HLA-A02:01. The binding affinity (normalized) is 0.243.